This data is from Forward reaction prediction with 1.9M reactions from USPTO patents (1976-2016). The task is: Predict the product of the given reaction. (1) Given the reactants [C:1]([O:4][C@@H:5]1[C@@H:10]([O:11][C:12](=[O:14])[CH3:13])[C@H:9]([O:15][C:16](=[O:18])[CH3:17])[C@@H:8]([O:19]/[C:20](/[C:29]([O:31][CH2:32]C)=[O:30])=[CH:21]\[C:22]2C=C[CH:25]=[CH:24][C:23]=2F)[O:7][C@H:6]1[CH2:34][O:35][C:36](=[O:38])[CH3:37])(=[O:3])[CH3:2].O=C(CC1[S:47]C=CC=1)C(OC)=O.[H-].[Na+].[Br-].C(O[C@@H]1[C@@H](OC(=O)C)[C@H](OC(=O)C)[C@@H](COC(=O)C)O[C@@H]1O)(=O)C, predict the reaction product. The product is: [C:1]([O:4][C@@H:5]1[C@@H:10]([O:11][C:12](=[O:14])[CH3:13])[C@H:9]([O:15][C:16](=[O:18])[CH3:17])[C@@H:8]([O:19]/[C:20](/[C:29]([O:31][CH3:32])=[O:30])=[CH:21]\[C:22]2[S:47][CH:25]=[CH:24][CH:23]=2)[O:7][C@H:6]1[CH2:34][O:35][C:36](=[O:38])[CH3:37])(=[O:3])[CH3:2]. (2) The product is: [Cl:1][C:2]1[N:7]=[C:6]([C:8]2[N:25]3[CH:24]=[CH:26][CH:27]=[CH:29][C:20]3=[N:21][C:9]=2[C:11]2[CH:12]=[C:13]([CH:16]=[CH:17][CH:18]=2)[C:14]#[N:15])[CH:5]=[CH:4][N:3]=1. Given the reactants [Cl:1][C:2]1[N:7]=[C:6]([CH2:8][C:9]([C:11]2[CH:12]=[C:13]([CH:16]=[CH:17][CH:18]=2)[C:14]#[N:15])=O)[CH:5]=[CH:4][N:3]=1.Cl[C:20]1[N:25]=[C:24](/[CH:26]=[C:27](\[C:29]2C=C(C=CC=2)C#N)/O)C=C[N:21]=1.C1C(=O)N(Br)C(=O)C1.NC1C=CC=CN=1, predict the reaction product. (3) Given the reactants C1(C#CCO)C=CC=CC=1.C1(S)C=CC=CC=1.[C:18]1([CH2:24][CH:25]([S:29][C:30]2[CH:35]=[CH:34][CH:33]=[CH:32][CH:31]=2)[C:26](=[O:28])C)[CH:23]=[CH:22][CH:21]=[CH:20][CH:19]=1, predict the reaction product. The product is: [C:18]1([CH2:24][CH:25]([S:29][C:30]2[CH:35]=[CH:34][CH:33]=[CH:32][CH:31]=2)[CH:26]=[O:28])[CH:19]=[CH:20][CH:21]=[CH:22][CH:23]=1. (4) Given the reactants [Cl:1][C:2]1[N:7]=[C:6]([NH2:8])[CH:5]=[CH:4][CH:3]=1.C[Al](C)C.[F:13][C:14]1[CH:19]=[CH:18][C:17]([N:20]2[C:24]([CH3:25])=[C:23]([C:26](OCC)=[O:27])[N:22]=[N:21]2)=[CH:16][CH:15]=1.CO, predict the reaction product. The product is: [Cl:1][C:2]1[N:7]=[C:6]([NH:8][C:26]([C:23]2[N:22]=[N:21][N:20]([C:17]3[CH:18]=[CH:19][C:14]([F:13])=[CH:15][CH:16]=3)[C:24]=2[CH3:25])=[O:27])[CH:5]=[CH:4][CH:3]=1. (5) Given the reactants [F:1][C:2]1[CH:3]=[C:4]2[C:8](=[CH:9][CH:10]=1)[NH:7][N:6]=[C:5]2[I:11].[F:12][C:13]([F:18])([F:17])[CH2:14][CH2:15]I, predict the reaction product. The product is: [F:1][C:2]1[CH:3]=[C:4]2[C:8](=[CH:9][CH:10]=1)[N:7]([CH2:15][CH2:14][C:13]([F:18])([F:17])[F:12])[N:6]=[C:5]2[I:11].